Task: Predict the product of the given reaction.. Dataset: Forward reaction prediction with 1.9M reactions from USPTO patents (1976-2016) (1) Given the reactants [Cl:1][C:2]1[CH:7]=[C:6]([C:8]2[N:9]([CH2:14][C:15]([O:17][CH2:18][C:19]3[CH:24]=[CH:23][CH:22]=[CH:21][CH:20]=3)=[O:16])[C:10]([CH3:13])=[CH:11][CH:12]=2)[CH:5]=[CH:4][N:3]=1.C([SiH](CC)CC)C.FC(F)(F)S(O[Si](C)(C)C)(=O)=O.[C:44]1([S:50]([C:53]2[CH:60]=[CH:59][CH:58]=[CH:57][C:54]=2[CH:55]=O)(=[O:52])=[O:51])[CH:49]=[CH:48][CH:47]=[CH:46][CH:45]=1, predict the reaction product. The product is: [Cl:1][C:2]1[CH:7]=[C:6]([C:8]2[N:9]([CH2:14][C:15]([O:17][CH2:18][C:19]3[CH:20]=[CH:21][CH:22]=[CH:23][CH:24]=3)=[O:16])[C:10]([CH3:13])=[C:11]([CH2:55][C:54]3[CH:57]=[CH:58][CH:59]=[CH:60][C:53]=3[S:50]([C:44]3[CH:49]=[CH:48][CH:47]=[CH:46][CH:45]=3)(=[O:52])=[O:51])[CH:12]=2)[CH:5]=[CH:4][N:3]=1. (2) Given the reactants [NH:1]1[CH2:6][CH2:5][CH2:4][CH2:3][CH2:2]1.CN(C)C=O.Cl[C:13]1[CH:18]=[CH:17][C:16]([CH3:19])=[CH:15][C:14]=1[N+:20]([O-:22])=[O:21], predict the reaction product. The product is: [CH3:19][C:16]1[CH:17]=[CH:18][C:13]([N:1]2[CH2:6][CH2:5][CH2:4][CH2:3][CH2:2]2)=[C:14]([N+:20]([O-:22])=[O:21])[CH:15]=1. (3) Given the reactants [Cl:1][C:2]1[CH:3]=[C:4]([NH:15][C:16]2[C:25]3[C:20](=[CH:21][C:22](F)=[C:23]([O:26][CH3:27])[CH:24]=3)[N:19]=[CH:18][C:17]=2[C:29]#[N:30])[CH:5]=[CH:6][C:7]=1[S:8][C:9]1[N:10]([CH3:14])[CH:11]=[CH:12][N:13]=1.[CH3:31][N:32]([CH3:38])[CH2:33][CH2:34][CH2:35][NH:36][CH3:37], predict the reaction product. The product is: [Cl:1][C:2]1[CH:3]=[C:4]([NH:15][C:16]2[C:25]3[C:20](=[CH:21][C:22]([N:36]([CH2:35][CH2:34][CH2:33][N:32]([CH3:38])[CH3:31])[CH3:37])=[C:23]([O:26][CH3:27])[CH:24]=3)[N:19]=[CH:18][C:17]=2[C:29]#[N:30])[CH:5]=[CH:6][C:7]=1[S:8][C:9]1[N:10]([CH3:14])[CH:11]=[CH:12][N:13]=1.